This data is from Full USPTO retrosynthesis dataset with 1.9M reactions from patents (1976-2016). The task is: Predict the reactants needed to synthesize the given product. (1) Given the product [CH:1]1([O:6][CH2:7][C:8]([NH:23][C:15]2[C:14]([CH:11]([CH3:13])[CH3:12])=[C:18]3[N:19]=[CH:20][CH:21]=[CH:22][N:17]3[N:16]=2)=[O:9])[CH2:5][CH2:4][CH2:3][CH2:2]1, predict the reactants needed to synthesize it. The reactants are: [CH:1]1([O:6][CH2:7][C:8](Cl)=[O:9])[CH2:5][CH2:4][CH2:3][CH2:2]1.[CH:11]([C:14]1[C:15]([NH2:23])=[N:16][N:17]2[CH:22]=[CH:21][CH:20]=[N:19][C:18]=12)([CH3:13])[CH3:12].CO. (2) Given the product [CH2:21]([O:20][C:18]1[CH:17]=[CH:16][C:5]2[C:6]3[C:7]4[CH:8]=[CH:9][N:10]=[CH:11][C:12]=4[C:13](=[O:15])[C:14]=3[C:2]([Cl:1])=[N:3][C:4]=2[CH:19]=1)[C:22]1[CH:27]=[CH:26][CH:25]=[CH:24][CH:23]=1, predict the reactants needed to synthesize it. The reactants are: [Cl:1][C:2]1[C:14]2[C:13](=[O:15])[C:12]3[CH:11]=[N:10][CH:9]=[CH:8][C:7]=3[C:6]=2[C:5]2[CH:16]=[CH:17][C:18]([OH:20])=[CH:19][C:4]=2[N:3]=1.[CH2:21](Cl)[C:22]1[CH:27]=[CH:26][CH:25]=[CH:24][CH:23]=1.C(=O)([O-])[O-].[K+].[K+]. (3) The reactants are: [Br:1][C:2]1[S:10][C:9]2[C:8](Cl)=[N:7][C:6]([CH3:12])=[N:5][C:4]=2[CH:3]=1.[CH3:13][O:14][C:15]1[CH:16]=[C:17]([NH2:24])[CH:18]=[C:19]([N:21]([CH3:23])[CH3:22])[CH:20]=1. Given the product [Br:1][C:2]1[S:10][C:9]2[C:8]([NH:24][C:17]3[CH:16]=[C:15]([O:14][CH3:13])[CH:20]=[C:19]([N:21]([CH3:22])[CH3:23])[CH:18]=3)=[N:7][C:6]([CH3:12])=[N:5][C:4]=2[CH:3]=1, predict the reactants needed to synthesize it. (4) Given the product [CH3:11][N:12]([CH3:14])/[CH:13]=[CH:9]/[C:8]([C:4]1[CH:5]=[CH:6][CH:7]=[C:2]([CH3:1])[CH:3]=1)=[O:10], predict the reactants needed to synthesize it. The reactants are: [CH3:1][C:2]1[CH:3]=[C:4]([C:8](=[O:10])[CH3:9])[CH:5]=[CH:6][CH:7]=1.[CH3:11][N:12]([CH:14](OC)OC)[CH3:13]. (5) Given the product [F:1][C:2]1[CH:9]=[C:8]([F:10])[CH:7]=[CH:6][C:3]=1/[CH:4]=[CH:14]/[S:15]([CH2:18][S:19](/[CH:22]=[CH:23]/[C:7]1[CH:6]=[CH:3][C:2]([F:1])=[CH:9][C:8]=1[F:10])(=[O:21])=[O:20])(=[O:17])=[O:16], predict the reactants needed to synthesize it. The reactants are: [F:1][C:2]1[CH:9]=[C:8]([F:10])[CH:7]=[CH:6][C:3]=1[CH:4]=O.C([CH2:14][S:15]([CH2:18][S:19]([CH2:22][C:23](O)=O)(=[O:21])=[O:20])(=[O:17])=[O:16])(O)=O.